Dataset: Catalyst prediction with 721,799 reactions and 888 catalyst types from USPTO. Task: Predict which catalyst facilitates the given reaction. (1) Reactant: Br[C:2]1[C:3]([NH2:22])=[N:4][C:5]([C:15]2[CH:20]=[CH:19][C:18]([CH3:21])=[CH:17][CH:16]=2)=[C:6]([C:8]2[CH:13]=[CH:12][C:11]([CH3:14])=[CH:10][CH:9]=2)[N:7]=1.C([Sn](CCCC)(CCCC)[C:28]#[C:29][C:30]([F:33])([F:32])[F:31])CCC. Product: [C:11]1([CH3:14])[CH:12]=[CH:13][C:8]([C:6]2[N:7]=[C:2]([C:28]#[C:29][C:30]([F:33])([F:32])[F:31])[C:3]([NH2:22])=[N:4][C:5]=2[C:15]2[CH:20]=[CH:19][C:18]([CH3:21])=[CH:17][CH:16]=2)=[CH:9][CH:10]=1. The catalyst class is: 368. (2) Reactant: [Cl-].O[NH3+:3].[C:4](=[O:7])([O-])[OH:5].[Na+].CS(C)=O.[F:13][C:14]1[CH:15]=[C:16]([C:48]2[C:49]([C:54]#[N:55])=[CH:50][CH:51]=[CH:52][CH:53]=2)[CH:17]=[CH:18][C:19]=1[CH2:20][C:21]1[C:22](=[O:47])[N:23]([C@H:33]2[CH2:38][CH2:37][C@H:36]([O:39][CH:40]3[C:44]([OH:46])([CH3:45])[CH2:43][O:42][CH2:41]3)[CH2:35][CH2:34]2)[C:24]2[N:25]([N:30]=[CH:31][N:32]=2)[C:26]=1[CH2:27][CH2:28][CH3:29]. Product: [F:13][C:14]1[CH:15]=[C:16]([C:48]2[CH:53]=[CH:52][CH:51]=[CH:50][C:49]=2[C:54]2[NH:3][C:4](=[O:7])[O:5][N:55]=2)[CH:17]=[CH:18][C:19]=1[CH2:20][C:21]1[C:22](=[O:47])[N:23]([C@H:33]2[CH2:34][CH2:35][C@H:36]([O:39][CH:40]3[C:44]([OH:46])([CH3:45])[CH2:43][O:42][CH2:41]3)[CH2:37][CH2:38]2)[C:24]2[N:25]([N:30]=[CH:31][N:32]=2)[C:26]=1[CH2:27][CH2:28][CH3:29]. The catalyst class is: 13. (3) Product: [Cl:1][C:2]1[CH:3]=[CH:4][C:5]([OH:11])=[C:6]([CH:10]=1)[C:7]([NH:13][C@H:14]([C:16]1[CH:25]=[CH:24][C:19]([C:20]([O:22][CH3:23])=[O:21])=[CH:18][CH:17]=1)[CH3:15])=[O:9]. The catalyst class is: 4. Reactant: [Cl:1][C:2]1[CH:3]=[CH:4][C:5]([OH:11])=[C:6]([CH:10]=1)[C:7]([OH:9])=O.Cl.[NH2:13][C@H:14]([C:16]1[CH:25]=[CH:24][C:19]([C:20]([O:22][CH3:23])=[O:21])=[CH:18][CH:17]=1)[CH3:15].Cl.CN(C)CCCN=C=NCC.O.ON1C2C=CC=CC=2N=N1.C(N(CC)CC)C.C(=O)(O)[O-].[Na+]. (4) Reactant: [CH3:1][O:2][C:3]1[CH:20]=[CH:19][C:18]2[C:17]3[C@:8]([CH3:22])([C@H:9]4[C@@:13]([CH2:15][CH:16]=3)([CH3:14])[C@@H:12]([OH:21])[CH2:11][CH2:10]4)[CH2:7][CH2:6][C:5]=2[CH:4]=1.C1COCC1. Product: [CH3:1][O:2][C:3]1[CH:20]=[CH:19][C:18]2[C@@H:17]3[C@:8]([CH3:22])([C@H:9]4[C@@:13]([CH2:15][CH2:16]3)([CH3:14])[C@@H:12]([OH:21])[CH2:11][CH2:10]4)[CH2:7][CH2:6][C:5]=2[CH:4]=1. The catalyst class is: 43. (5) Reactant: [CH2:1]([N:8]1[CH2:13][CH2:12][C:11]2([C:17]3[CH:18]=[C:19](Cl)[CH:20]=[CH:21][C:16]=3[C:15](=[O:23])[O:14]2)[CH2:10][CH2:9]1)[C:2]1[CH:7]=[CH:6][CH:5]=[CH:4][CH:3]=1.BrC1C=CC([F:34])=CC=1C(O)=O.C(N1CCC(=O)CC1)C1C=CC=CC=1.C([Li])CCC. Product: [CH2:1]([N:8]1[CH2:13][CH2:12][C:11]2([C:17]3[CH:18]=[CH:19][C:20]([F:34])=[CH:21][C:16]=3[C:15](=[O:23])[O:14]2)[CH2:10][CH2:9]1)[C:2]1[CH:7]=[CH:6][CH:5]=[CH:4][CH:3]=1. The catalyst class is: 1. (6) Reactant: C(OC([N:8]([C:16]1[C:21]([C:22]2[O:23][C:24]([C:27]3[CH:32]=[CH:31][CH:30]=[CH:29][CH:28]=3)=[N:25][N:26]=2)=[N:20][C:19]([C:33]2[CH:34]=[N:35][CH:36]=[CH:37][C:38]=2[C:39]#[N:40])=[CH:18][N:17]=1)C(=O)OC(C)(C)C)=O)(C)(C)C.C(O)(C(F)(F)F)=O. Product: [NH2:8][C:16]1[N:17]=[CH:18][C:19]([C:33]2[CH:34]=[N:35][CH:36]=[CH:37][C:38]=2[C:39]#[N:40])=[N:20][C:21]=1[C:22]1[O:23][C:24]([C:27]2[CH:28]=[CH:29][CH:30]=[CH:31][CH:32]=2)=[N:25][N:26]=1. The catalyst class is: 4. (7) Reactant: C([N:8]1[CH2:13][CH2:12][CH:11]([CH3:14])[CH:10]([N:15]([CH3:26])[C:16]2[C:17]3[CH2:24][C:23](=[O:25])[NH:22][C:18]=3[N:19]=[CH:20][N:21]=2)[CH2:9]1)C1C=CC=CC=1.C(O)(C(F)(F)F)=O. Product: [CH3:26][N:15]([CH:10]1[CH:11]([CH3:14])[CH2:12][CH2:13][NH:8][CH2:9]1)[C:16]1[C:17]2[CH2:24][C:23](=[O:25])[NH:22][C:18]=2[N:19]=[CH:20][N:21]=1. The catalyst class is: 293. (8) Reactant: [CH2:1]([O:3][C:4]1[C:12]2[C:11](=O)[N:10]([C:14]3[CH:19]=[CH:18][C:17]([CH2:20][C:21]([O:23][CH2:24][CH3:25])=[O:22])=[CH:16][CH:15]=3)[C:9](=[O:26])[C:8]=2[C:7]([O:27][CH2:28][CH3:29])=[C:6]2[CH:30]=[CH:31][CH:32]=[CH:33][C:5]=12)[CH3:2].CCOCC. Product: [CH2:1]([O:3][C:4]1[C:12]2[CH2:11][N:10]([C:14]3[CH:15]=[CH:16][C:17]([CH2:20][C:21]([O:23][CH2:24][CH3:25])=[O:22])=[CH:18][CH:19]=3)[C:9](=[O:26])[C:8]=2[C:7]([O:27][CH2:28][CH3:29])=[C:6]2[CH:30]=[CH:31][CH:32]=[CH:33][C:5]=12)[CH3:2]. The catalyst class is: 183.